This data is from Full USPTO retrosynthesis dataset with 1.9M reactions from patents (1976-2016). The task is: Predict the reactants needed to synthesize the given product. (1) Given the product [CH3:15][C:16]1([CH3:26])[O:20][C:19](=[CH:21][C:22]([N:8]([CH2:7][C:6]2[CH:11]=[CH:12][C:3]([F:2])=[CH:4][C:5]=2[S:13][CH3:14])[O:9][CH3:10])=[O:23])[C:18](=[O:25])[O:17]1, predict the reactants needed to synthesize it. The reactants are: Cl.[F:2][C:3]1[CH:12]=[CH:11][C:6]([CH2:7][NH:8][O:9][CH3:10])=[C:5]([S:13][CH3:14])[CH:4]=1.[CH3:15][C:16]1([CH3:26])[O:20][C:19](=[CH:21][C:22](Cl)=[O:23])[C:18](=[O:25])[O:17]1.C(N(C(C)C)CC)(C)C. (2) Given the product [I:1][C:2]1[CH:3]=[CH:4][C:5]2[N:6]([C:8]([CH3:19])=[C:9]([NH2:11])[N:10]=2)[N:7]=1, predict the reactants needed to synthesize it. The reactants are: [I:1][C:2]1[CH:3]=[CH:4][C:5]2[N:6]([C:8]([CH3:19])=[C:9]([NH:11]C(=O)OC(C)(C)C)[N:10]=2)[N:7]=1.FC(F)(F)C(O)=O.[OH-].[Na+]. (3) The reactants are: [C:1](/[CH:3]=[CH:4]/[S:5]([C:8]1[CH:13]=[CH:12][C:11]([C:14]([CH3:19])([CH3:18])[C:15]([OH:17])=O)=[CH:10][CH:9]=1)(=[O:7])=[O:6])#[N:2].[CH:20]1([NH2:26])[CH2:25][CH2:24][CH2:23][CH2:22][CH2:21]1.Cl.CN(C)CCCN=C=NCC.ON1C2C=CC=CC=2N=N1. Given the product [C:1](/[CH:3]=[CH:4]/[S:5]([C:8]1[CH:9]=[CH:10][C:11]([C:14]([CH3:19])([CH3:18])[C:15]([NH:26][CH:20]2[CH2:25][CH2:24][CH2:23][CH2:22][CH2:21]2)=[O:17])=[CH:12][CH:13]=1)(=[O:6])=[O:7])#[N:2], predict the reactants needed to synthesize it. (4) Given the product [ClH:1].[Cl:1][C:2]1[CH:3]=[C:4]([C:12]2[S:16][C:15]([C:17]3[C:18]([CH3:35])=[C:19]4[C:24](=[CH:25][CH:26]=3)[CH2:23][N:22]([CH:27]([CH2:32][OH:31])[CH2:28][OH:29])[CH2:21][CH2:20]4)=[N:14][N:13]=2)[CH:5]=[CH:6][C:7]=1[O:8][CH:9]([CH3:10])[CH3:11], predict the reactants needed to synthesize it. The reactants are: [Cl:1][C:2]1[CH:3]=[C:4]([C:12]2[S:16][C:15]([C:17]3[C:18]([CH3:35])=[C:19]4[C:24](=[CH:25][CH:26]=3)[CH2:23][N:22]([CH:27]3[CH2:32][O:31]C(C)(C)[O:29][CH2:28]3)[CH2:21][CH2:20]4)=[N:14][N:13]=2)[CH:5]=[CH:6][C:7]=1[O:8][CH:9]([CH3:11])[CH3:10].Cl. (5) Given the product [C:51]1([CH:26]([C:20]2[CH:25]=[CH:24][CH:23]=[CH:22][CH:21]=2)[C@H:27]([NH:50][C:6](=[O:7])[C@H:2]([CH:3]([CH3:5])[CH3:4])[NH:1][C:9]([O:11][CH2:12][C:13]2[CH:18]=[CH:17][CH:16]=[CH:15][CH:14]=2)=[O:10])[CH:28]=[CH:29][S:30]([CH:33]=[CH:34][C@@H:35]([NH:49][C:6](=[O:7])[C@H:2]([CH:3]([CH3:4])[CH3:5])[NH:1][C:9]([O:11][CH2:12][C:13]2[CH:18]=[CH:17][CH:16]=[CH:15][CH:14]=2)=[O:10])[CH:36]([C:37]2[CH:38]=[CH:39][CH:40]=[CH:41][CH:42]=2)[C:43]2[CH:44]=[CH:45][CH:46]=[CH:47][CH:48]=2)(=[O:32])=[O:31])[CH:52]=[CH:53][CH:54]=[CH:55][CH:56]=1, predict the reactants needed to synthesize it. The reactants are: [NH:1]([C:9]([O:11][CH2:12][C:13]1[CH:18]=[CH:17][CH:16]=[CH:15][CH:14]=1)=[O:10])[C@H:2]([C:6](O)=[O:7])[CH:3]([CH3:5])[CH3:4].Cl.[C:20]1([CH:26]([C:51]2[CH:56]=[CH:55][CH:54]=[CH:53][CH:52]=2)[C@H:27]([NH2:50])[CH:28]=[CH:29][S:30]([CH:33]=[CH:34][C@@H:35]([NH2:49])[CH:36]([C:43]2[CH:48]=[CH:47][CH:46]=[CH:45][CH:44]=2)[C:37]2[CH:42]=[CH:41][CH:40]=[CH:39][CH:38]=2)(=[O:32])=[O:31])[CH:25]=[CH:24][CH:23]=[CH:22][CH:21]=1. (6) Given the product [CH:34]1([N:24]2[CH:25]=[C:26]([C:27]3[CH:28]=[CH:29][N:30]=[CH:31][CH:32]=3)[C:22]([C:18]3[C:17]([F:33])=[C:16]([N:12]([CH2:13][O:14][CH3:15])[S:9]([C:3]4[CH:4]=[C:5]([F:8])[CH:6]=[CH:7][C:2]=4[F:1])(=[O:10])=[O:11])[CH:21]=[CH:20][CH:19]=3)=[N:23]2)[CH2:36][CH2:35]1, predict the reactants needed to synthesize it. The reactants are: [F:1][C:2]1[CH:7]=[CH:6][C:5]([F:8])=[CH:4][C:3]=1[S:9]([N:12]([C:16]1[CH:21]=[CH:20][CH:19]=[C:18]([C:22]2[NH:23][N:24]=[CH:25][C:26]=2[C:27]2[CH:32]=[CH:31][N:30]=[CH:29][CH:28]=2)[C:17]=1[F:33])[CH2:13][O:14][CH3:15])(=[O:11])=[O:10].[CH:34]1(B(O)O)[CH2:36][CH2:35]1.C(=O)([O-])[O-].[Na+].[Na+].N1C=CC=CC=1C1C=CC=CN=1.